From a dataset of Full USPTO retrosynthesis dataset with 1.9M reactions from patents (1976-2016). Predict the reactants needed to synthesize the given product. (1) Given the product [O:20]1[C:19]2[CH:21]=[CH:22][CH:23]=[CH:24][C:18]=2[CH:17]=[C:2]1[C:3]([C:5]1[C:6]([C:11]2[CH:16]=[CH:15][CH:14]=[CH:13][CH:12]=2)=[N:7][O:8][C:9]=1[CH3:10])=[O:4], predict the reactants needed to synthesize it. The reactants are: Br[CH2:2][C:3]([C:5]1[C:6]([C:11]2[CH:16]=[CH:15][CH:14]=[CH:13][CH:12]=2)=[N:7][O:8][C:9]=1[CH3:10])=[O:4].[CH:17](=O)[C:18]1[C:19](=[CH:21][CH:22]=[CH:23][CH:24]=1)[OH:20].C(=O)([O-])[O-].[K+].[K+]. (2) Given the product [CH:32]([N:25]1[CH2:31][CH2:30][CH2:29][N:28]([C:2]2[N:7]3[N:8]=[CH:9][CH:10]=[C:6]3[N:5]=[C:4]([NH:12][C:13](=[O:24])[C:14]3[CH:15]=[CH:16][C:17]([C:20]([OH:23])([CH3:22])[CH3:21])=[CH:18][CH:19]=3)[CH:3]=2)[CH2:27][CH2:26]1)=[O:33], predict the reactants needed to synthesize it. The reactants are: Cl[C:2]1[N:7]2[N:8]=[C:9](C)[CH:10]=[C:6]2[N:5]=[C:4]([NH:12][C:13](=[O:24])[C:14]2[CH:19]=[CH:18][C:17]([C:20]([OH:23])([CH3:22])[CH3:21])=[CH:16][CH:15]=2)[CH:3]=1.[N:25]1([CH:32]=[O:33])[CH2:31][CH2:30][CH2:29][NH:28][CH2:27][CH2:26]1.